Dataset: Retrosynthesis with 50K atom-mapped reactions and 10 reaction types from USPTO. Task: Predict the reactants needed to synthesize the given product. (1) The reactants are: COCCl.N#Cc1ccc(O)cn1. Given the product COCOc1ccc(C#N)nc1, predict the reactants needed to synthesize it. (2) Given the product Cc1nsc(C#N)c1CBr, predict the reactants needed to synthesize it. The reactants are: BrC(Br)(Br)Br.Cc1nsc(C#N)c1CO. (3) The reactants are: CCOC(=O)[C@H](CNC(=O)CNC(=O)OCc1ccccc1)NS(=O)(=O)c1ccccc1. Given the product CCOC(=O)[C@H](CNC(=O)CN)NS(=O)(=O)c1ccccc1, predict the reactants needed to synthesize it. (4) Given the product Cc1ccc(-n2ccnc2)c(C(=O)N2CCC[C@@H](C)[C@H]2CNc2ccc(C(F)(F)F)cn2)c1, predict the reactants needed to synthesize it. The reactants are: C[C@@H]1CCCN[C@@H]1CNc1ccc(C(F)(F)F)cn1.Cc1ccc(-n2ccnc2)c(C(=O)O)c1. (5) Given the product COc1ccc(-c2cccc3c2C2(COc4cc5c(cc42)OCCO5)C(=O)N3Cc2ccccn2)cc1, predict the reactants needed to synthesize it. The reactants are: COc1ccc(B(O)O)cc1.O=C1N(Cc2ccccn2)c2cccc(Br)c2C12COc1cc3c(cc12)OCCO3. (6) Given the product Cc1ccc(N(CCc2ccc(C(F)(F)F)nc2)C(=O)CBr)cc1C, predict the reactants needed to synthesize it. The reactants are: Cc1ccc(NCCc2ccc(C(F)(F)F)nc2)cc1C.O=C(Cl)CBr.